This data is from Full USPTO retrosynthesis dataset with 1.9M reactions from patents (1976-2016). The task is: Predict the reactants needed to synthesize the given product. (1) Given the product [CH3:20][C:14]1([CH3:21])[C:13](=[O:22])[CH:12]([CH3:23])[NH:11][C:15]1=[O:16], predict the reactants needed to synthesize it. The reactants are: C(OC([NH:11][CH:12]([CH3:23])[C:13](=[O:22])[C:14]([CH3:21])([CH3:20])[C:15](OCC)=[O:16])=O)C1C=CC=CC=1. (2) Given the product [CH:22](=[C:29]1[CH2:34][CH2:33][N:32]([C:10]([C:8]2[NH:7][C:6]3[CH:13]=[C:2]([OH:1])[CH:3]=[CH:4][C:5]=3[N:9]=2)=[O:12])[CH2:31][CH2:30]1)[C:23]1[CH:28]=[CH:27][CH:26]=[CH:25][CH:24]=1, predict the reactants needed to synthesize it. The reactants are: [OH:1][C:2]1[CH:3]=[CH:4][C:5]2[N:9]=[C:8]([C:10]([OH:12])=O)[NH:7][C:6]=2[CH:13]=1.C(N(CC)CC)C.Cl.[CH:22](=[C:29]1[CH2:34][CH2:33][NH:32][CH2:31][CH2:30]1)[C:23]1[CH:28]=[CH:27][CH:26]=[CH:25][CH:24]=1.CN(C(ON1N=NC2C=CC=CC1=2)=[N+](C)C)C.F[P-](F)(F)(F)(F)F. (3) Given the product [C:1]([C:3](=[C:9]([C:18]1[CH:19]=[CH:20][CH:21]=[CH:22][C:17]=1[CH3:25])[C:10]1[CH:15]=[CH:14][CH:13]=[CH:12][C:11]=1[CH3:16])[C:4]([O:6][CH2:7][CH3:8])=[O:5])#[N:2], predict the reactants needed to synthesize it. The reactants are: [C:1]([C:3](=[CH:9][C:10]1[CH:15]=[CH:14][CH:13]=[CH:12][C:11]=1[CH3:16])[C:4]([O:6][CH2:7][CH3:8])=[O:5])#[N:2].[C:17]1([CH3:25])[CH:22]=[CH:21][CH:20]=[CH:19][C:18]=1[Mg]Br. (4) The reactants are: [N+:1]([C:4]1[CH:9]=[CH:8][C:7]([C:10]2[N:14]3[N:15]=[CH:16][CH:17]=[C:18]([N:19]4[CH2:24][CH2:23][O:22][CH2:21][CH2:20]4)[C:13]3=[N:12][C:11]=2/[CH:25]=[CH:26]/[C:27]2[CH:36]=[CH:35][C:34]3[C:29](=[CH:30][CH:31]=[CH:32][CH:33]=3)[N:28]=2)=[CH:6][CH:5]=1)([O-])=O.O.[OH-].[Na+]. Given the product [O:22]1[CH2:21][CH2:20][N:19]([C:18]2[C:13]3[N:14]([C:10]([C:7]4[CH:6]=[CH:5][C:4]([NH2:1])=[CH:9][CH:8]=4)=[C:11](/[CH:25]=[CH:26]/[C:27]4[CH:36]=[CH:35][C:34]5[C:29](=[CH:30][CH:31]=[CH:32][CH:33]=5)[N:28]=4)[N:12]=3)[N:15]=[CH:16][CH:17]=2)[CH2:24][CH2:23]1, predict the reactants needed to synthesize it.